Dataset: Peptide-MHC class II binding affinity with 134,281 pairs from IEDB. Task: Regression. Given a peptide amino acid sequence and an MHC pseudo amino acid sequence, predict their binding affinity value. This is MHC class II binding data. (1) The peptide sequence is FDPYGATISATPESA. The MHC is DRB5_0101 with pseudo-sequence DRB5_0101. The binding affinity (normalized) is 0.109. (2) The peptide sequence is TKPEACSGEPVVVHI. The MHC is DRB1_0301 with pseudo-sequence DRB1_0301. The binding affinity (normalized) is 0. (3) The binding affinity (normalized) is 0. The peptide sequence is EEDIEIIPIQEEEY. The MHC is DRB5_0101 with pseudo-sequence DRB5_0101. (4) The peptide sequence is SYVHVNGAKFIDTQN. The MHC is HLA-DPA10103-DPB10401 with pseudo-sequence HLA-DPA10103-DPB10401. The binding affinity (normalized) is 0.391. (5) The peptide sequence is LDAAYSVAYKAAVGA. The MHC is DRB1_0101 with pseudo-sequence DRB1_0101. The binding affinity (normalized) is 0.701. (6) The peptide sequence is PTLLFLKVPAQNAIST. The MHC is DRB4_0101 with pseudo-sequence DRB4_0103. The binding affinity (normalized) is 0.616. (7) The binding affinity (normalized) is 0.123. The MHC is DRB1_1101 with pseudo-sequence DRB1_1101. The peptide sequence is WHKEGSSIGKLFTQT. (8) The peptide sequence is RAQLHVGAKQENWNT. The MHC is DRB1_0901 with pseudo-sequence DRB1_0901. The binding affinity (normalized) is 0.269. (9) The peptide sequence is GLDVVDAVSNALIKS. The binding affinity (normalized) is 0.729. The MHC is DRB1_0901 with pseudo-sequence DRB1_0901.